From a dataset of Forward reaction prediction with 1.9M reactions from USPTO patents (1976-2016). Predict the product of the given reaction. (1) Given the reactants CC(C[AlH]CC(C)C)C.C1(C)C=CC=CC=1.C(=O)=O.C[O:21][C:22]([C:24]1[C:25]([CH2:40][CH2:41][O:42][CH3:43])=[N:26][C:27]([C:30]2[CH:31]=[N:32][C:33]([C:36]([F:39])([F:38])[F:37])=[CH:34][CH:35]=2)=[N:28][CH:29]=1)=O.C(OC(C1C(CCOC)=NC(C2C=NC(C(F)(F)F)=CC=2)=NC=1)=O)C, predict the reaction product. The product is: [CH3:43][O:42][CH2:41][CH2:40][C:25]1[C:24]([CH2:22][OH:21])=[CH:29][N:28]=[C:27]([C:30]2[CH:31]=[N:32][C:33]([C:36]([F:39])([F:37])[F:38])=[CH:34][CH:35]=2)[N:26]=1. (2) Given the reactants C(OC([N:8]1[C:12](=[O:13])/[C:11](=[CH:14]\[OH:15])/[CH:10]2[CH2:16][C:17]3[C:22]([CH:9]12)=[CH:21][CH:20]=[CH:19][CH:18]=3)=O)(C)(C)C.FC(F)(F)C(O)=O.[Na], predict the reaction product. The product is: [OH:15]/[CH:14]=[C:11]1/[CH:10]2[CH2:16][C:17]3[C:22](=[CH:21][CH:20]=[CH:19][CH:18]=3)[CH:9]2[NH:8][C:12]/1=[O:13].